From a dataset of TCR-epitope binding with 47,182 pairs between 192 epitopes and 23,139 TCRs. Binary Classification. Given a T-cell receptor sequence (or CDR3 region) and an epitope sequence, predict whether binding occurs between them. The epitope is ISPRTLNAW. The TCR CDR3 sequence is CASSLLGNTGELFF. Result: 0 (the TCR does not bind to the epitope).